This data is from Reaction yield outcomes from USPTO patents with 853,638 reactions. The task is: Predict the reaction yield, written as a fraction of the theoretical maximum amount of product (1.0 means a 100% yield; for example, 0.34 means a 34% yield). The reactants are [CH3:1][O:2][C:3]1[CH:4]=[C:5]2[C:10](=O)[NH:9][C:7](=O)[C:6]2=[CH:12][CH:13]=1.B.CO.Cl. The catalyst is O1CCCC1. The product is [CH3:1][O:2][C:3]1[CH:4]=[C:5]2[C:6](=[CH:12][CH:13]=1)[CH2:7][NH:9][CH2:10]2. The yield is 0.470.